From a dataset of Catalyst prediction with 721,799 reactions and 888 catalyst types from USPTO. Predict which catalyst facilitates the given reaction. (1) Reactant: [OH:1][CH2:2][CH2:3][O:4][CH2:5][CH2:6][NH:7][C:8](=[O:14])[O:9][C:10]([CH3:13])([CH3:12])[CH3:11].C(N(CC)CC)C.[CH3:22][S:23](Cl)(=[O:25])=[O:24].C(=O)(O)[O-].[Na+]. Product: [CH3:22][S:23]([O:1][CH2:2][CH2:3][O:4][CH2:5][CH2:6][NH:7][C:8]([O:9][C:10]([CH3:11])([CH3:13])[CH3:12])=[O:14])(=[O:25])=[O:24]. The catalyst class is: 4. (2) Reactant: [N:1]1([CH:7]2[CH2:12][CH2:11][N:10]([C:13]3[N:18]=[C:17]4[N:19]([C:24]5[C:29]([F:30])=[CH:28][CH:27]=[CH:26][C:25]=5[F:31])[C:20](=[O:23])[NH:21][CH2:22][C:16]4=[C:15](Cl)[N:14]=3)[CH2:9][CH2:8]2)[CH2:6][CH2:5][CH2:4][CH2:3][CH2:2]1.O.C(=O)([O-])[O-].[K+].[K+].[F:40][C:41]1[CH:46]=[CH:45][C:44]([NH:47][C:48](=[O:65])[C:49]2[CH:54]=[CH:53][C:52]([CH3:55])=[C:51](B3OC(C)(C)C(C)(C)O3)[CH:50]=2)=[CH:43][CH:42]=1. Product: [N:1]1([CH:7]2[CH2:12][CH2:11][N:10]([C:13]3[N:14]=[C:15]([C:51]4[CH:50]=[C:49]([CH:54]=[CH:53][C:52]=4[CH3:55])[C:48]([NH:47][C:44]4[CH:45]=[CH:46][C:41]([F:40])=[CH:42][CH:43]=4)=[O:65])[C:16]4[CH2:22][NH:21][C:20](=[O:23])[N:19]([C:24]5[C:29]([F:30])=[CH:28][CH:27]=[CH:26][C:25]=5[F:31])[C:17]=4[N:18]=3)[CH2:9][CH2:8]2)[CH2:6][CH2:5][CH2:4][CH2:3][CH2:2]1. The catalyst class is: 77. (3) Reactant: Br[C:2]1[CH:21]=[CH:20][C:5]([O:6][CH2:7][CH:8]2[CH2:13][CH2:12][N:11]([CH2:14][CH:15]([F:19])[CH2:16][CH2:17][CH3:18])[CH2:10][CH2:9]2)=[CH:4][CH:3]=1.[CH3:22][O:23][C:24]([C:26]1[CH:31]=[CH:30][C:29](B(O)O)=[CH:28][CH:27]=1)=[O:25].O.C([O-])([O-])=O.[Cs+].[Cs+]. Product: [F:19][CH:15]([CH2:16][CH2:17][CH3:18])[CH2:14][N:11]1[CH2:12][CH2:13][CH:8]([CH2:7][O:6][C:5]2[CH:20]=[CH:21][C:2]([C:29]3[CH:30]=[CH:31][C:26]([C:24]([O:23][CH3:22])=[O:25])=[CH:27][CH:28]=3)=[CH:3][CH:4]=2)[CH2:9][CH2:10]1. The catalyst class is: 12. (4) Reactant: [OH:1][C:2]1[C:11]2[C:10]3[CH:12]=[CH:13][C:14]([CH2:16][S:17]([NH2:20])(=[O:19])=[O:18])=[CH:15][C:9]=3[CH:8]([C:21]3[CH:26]=[CH:25][CH:24]=[CH:23][CH:22]=3)[O:7][C:6]=2[CH:5]=[CH:4][CH:3]=1.C[Si]([CH:31]([Si](C)(C)C)[C:32](N)=O)(C)C.CC(C)([O-])C.[K+].C(I)C.Cl.C([O-])(O)=O.[Na+]. Product: [CH2:31]([O:1][C:2]1[C:11]2[C:10]3[CH:12]=[CH:13][C:14]([CH2:16][S:17]([NH2:20])(=[O:19])=[O:18])=[CH:15][C:9]=3[CH:8]([C:21]3[CH:22]=[CH:23][CH:24]=[CH:25][CH:26]=3)[O:7][C:6]=2[CH:5]=[CH:4][CH:3]=1)[CH3:32]. The catalyst class is: 1. (5) Reactant: [Cl:1][C:2]1[CH:3]=[C:4]2[C:8](=[CH:9][CH:10]=1)[NH:7][C:6]([CH3:11])=[C:5]2[CH2:12][C:13]([O:15]C)=[O:14].C1COCC1.[OH-].[Li+].Cl. Product: [Cl:1][C:2]1[CH:3]=[C:4]2[C:8](=[CH:9][CH:10]=1)[NH:7][C:6]([CH3:11])=[C:5]2[CH2:12][C:13]([OH:15])=[O:14]. The catalyst class is: 72. (6) Reactant: [CH3:1][O:2][C:3]1[CH:4]=[C:5]2[C:10](=[CH:11][C:12]=1[O:13][CH3:14])[N:9]=[CH:8][N:7]=[C:6]2[O:15][C:16]1[CH:22]=[CH:21][C:19]([NH2:20])=[C:18]([N+:23]([O-:25])=[O:24])[CH:17]=1.C(N(CC)CC)C.ClC(Cl)(O[C:37](=[O:43])OC(Cl)(Cl)Cl)Cl.[CH2:45]([N:52]1[CH2:57][CH2:56][CH:55]([NH2:58])[CH2:54][CH2:53]1)[C:46]1[CH:51]=[CH:50][CH:49]=[CH:48][CH:47]=1. Product: [CH2:45]([N:52]1[CH2:57][CH2:56][CH:55]([NH:58][C:37]([NH:20][C:19]2[CH:21]=[CH:22][C:16]([O:15][C:6]3[C:5]4[C:10](=[CH:11][C:12]([O:13][CH3:14])=[C:3]([O:2][CH3:1])[CH:4]=4)[N:9]=[CH:8][N:7]=3)=[CH:17][C:18]=2[N+:23]([O-:25])=[O:24])=[O:43])[CH2:54][CH2:53]1)[C:46]1[CH:47]=[CH:48][CH:49]=[CH:50][CH:51]=1. The catalyst class is: 146.